This data is from Merck oncology drug combination screen with 23,052 pairs across 39 cell lines. The task is: Regression. Given two drug SMILES strings and cell line genomic features, predict the synergy score measuring deviation from expected non-interaction effect. Drug 1: COc1cccc2c1C(=O)c1c(O)c3c(c(O)c1C2=O)CC(O)(C(=O)CO)CC3OC1CC(N)C(O)C(C)O1. Drug 2: Cn1cc(-c2cnn3c(N)c(Br)c(C4CCCNC4)nc23)cn1. Cell line: EFM192B. Synergy scores: synergy=10.2.